This data is from Reaction yield outcomes from USPTO patents with 853,638 reactions. The task is: Predict the reaction yield, written as a fraction of the theoretical maximum amount of product (1.0 means a 100% yield; for example, 0.34 means a 34% yield). The reactants are [F:1][C:2]1[CH:7]=[CH:6][C:5]([CH3:8])=[CH:4][C:3]=1[NH:9][C:10]1[N:15]2[N:16]=[CH:17][C:18]([S:19]([NH2:22])(=[O:21])=[O:20])=[C:14]2[N:13]=[CH:12][C:11]=1[C:23]([N:25]1[CH2:30][CH2:29][CH:28]([C:31]2[CH:36]=[CH:35][C:34]([F:37])=[CH:33][CH:32]=2)[CH2:27][CH2:26]1)=[O:24].[C:38](O)(=[O:41])[CH2:39][CH3:40]. No catalyst specified. The yield is 0.400. The product is [F:1][C:2]1[CH:7]=[CH:6][C:5]([CH3:8])=[CH:4][C:3]=1[NH:9][C:10]1[N:15]2[N:16]=[CH:17][C:18]([S:19]([NH:22][C:38](=[O:41])[CH2:39][CH3:40])(=[O:21])=[O:20])=[C:14]2[N:13]=[CH:12][C:11]=1[C:23]([N:25]1[CH2:30][CH2:29][CH:28]([C:31]2[CH:32]=[CH:33][C:34]([F:37])=[CH:35][CH:36]=2)[CH2:27][CH2:26]1)=[O:24].